This data is from Forward reaction prediction with 1.9M reactions from USPTO patents (1976-2016). The task is: Predict the product of the given reaction. (1) Given the reactants C(N(C(C)C)CC)(C)C.[BH4-].[Na+].[CH3:12][C:13]1([CH3:31])[CH2:26][C:25]2[S:24][C:23]3[C:18](=[CH:19][CH:20]=[C:21]([C:27](O)=[O:28])[CH:22]=3)[C:17](=[O:30])[C:16]=2[CH2:15][CH2:14]1.F[P-](F)(F)(F)(F)F.N1C2C=CC=C(O[P+](N(C)C)(N(C)C)N(C)C)C=2N=N1, predict the reaction product. The product is: [OH:28][CH2:27][C:21]1[CH:22]=[C:23]2[C:18](=[CH:19][CH:20]=1)[C:17](=[O:30])[C:16]1[CH2:15][CH2:14][C:13]([CH3:31])([CH3:12])[CH2:26][C:25]=1[S:24]2. (2) Given the reactants C([O:5]C(=O)[NH:7][C@H:8]1[CH2:13][CH2:12][CH2:11][CH2:10][C@H:9]1[NH:14][C:15]1[N:16]=[N:17][C:18]([C:29](=[O:31])[NH2:30])=[C:19]([NH:21][C:22]2[CH:27]=[CH:26][C:25]([CH3:28])=[CH:24][CH:23]=2)[CH:20]=1)(C)(C)C.FC(F)(F)C(O)=O.C(=O)(O)[O-].[Na+], predict the reaction product. The product is: [NH4+:7].[OH-:5].[NH2:7][C@H:8]1[CH2:13][CH2:12][CH2:11][CH2:10][C@H:9]1[NH:14][C:15]1[N:16]=[N:17][C:18]([C:29]([NH2:30])=[O:31])=[C:19]([NH:21][C:22]2[CH:27]=[CH:26][C:25]([CH3:28])=[CH:24][CH:23]=2)[CH:20]=1.